This data is from Peptide-MHC class I binding affinity with 185,985 pairs from IEDB/IMGT. The task is: Regression. Given a peptide amino acid sequence and an MHC pseudo amino acid sequence, predict their binding affinity value. This is MHC class I binding data. The MHC is H-2-Db with pseudo-sequence H-2-Db. The binding affinity (normalized) is 0. The peptide sequence is HNDEIMRM.